From a dataset of KCNQ2 potassium channel screen with 302,405 compounds. Binary Classification. Given a drug SMILES string, predict its activity (active/inactive) in a high-throughput screening assay against a specified biological target. (1) The drug is S(CC(=O)c1ccccc1)c1oc2c(n1)cccc2. The result is 0 (inactive). (2) The drug is Clc1ccc(OCC(=O)N2CCN(CC2)C(=O)Cc2ccccc2)cc1. The result is 0 (inactive). (3) The molecule is O1c2c(OC1)ccc(NC(=O)COC(=O)c1c(NC)cccc1)c2. The result is 0 (inactive). (4) The drug is S(=O)(=O)(NC(CCc1ccccc1)C)c1c(OC)ccc(OC)c1. The result is 0 (inactive). (5) The compound is O=C(Nc1c(c(ccc1)C)C)CCNC(=O)c1occc1. The result is 0 (inactive).